Dataset: hERG potassium channel inhibition data for cardiac toxicity prediction from Karim et al.. Task: Regression/Classification. Given a drug SMILES string, predict its toxicity properties. Task type varies by dataset: regression for continuous values (e.g., LD50, hERG inhibition percentage) or binary classification for toxic/non-toxic outcomes (e.g., AMES mutagenicity, cardiotoxicity, hepatotoxicity). Dataset: herg_karim. (1) The result is 0 (non-blocker). The molecule is CN(C)c1nc(Cc2ccc(NC(=O)c3ccc4ccccc4c3)cc2)nc(Cl)c1CC(=O)O. (2) The molecule is N#Cc1c(CNC23CCC(CC4(O)Cn5c(=O)ccc6ncc(F)c4c65)(CC2)OC3)ncc2c1OCCO2. The result is 0 (non-blocker). (3) The compound is CCCCOC(=O)N1CCN(C(=O)[C@H](CCC(=O)O)NC(=O)c2cc(N3CCC(C(=O)N4CCCC4)CC3)cc(-c3ccccc3)n2)CC1. The result is 0 (non-blocker). (4) The drug is CC1(C)CCc2cc(S(=O)(=O)N(CC(=O)O)Cc3cccc(-c4ccccc4)c3)ccc2O1. The result is 0 (non-blocker). (5) The molecule is CCCN1CCCC[C@H]1C(=O)Nc1c(C)cccc1C. The result is 0 (non-blocker).